Dataset: NCI-60 drug combinations with 297,098 pairs across 59 cell lines. Task: Regression. Given two drug SMILES strings and cell line genomic features, predict the synergy score measuring deviation from expected non-interaction effect. (1) Drug 1: C1CCN(CC1)CCOC2=CC=C(C=C2)C(=O)C3=C(SC4=C3C=CC(=C4)O)C5=CC=C(C=C5)O. Drug 2: COC1=C(C=C2C(=C1)N=CN=C2NC3=CC(=C(C=C3)F)Cl)OCCCN4CCOCC4. Cell line: KM12. Synergy scores: CSS=3.94, Synergy_ZIP=0.565, Synergy_Bliss=2.11, Synergy_Loewe=-2.02, Synergy_HSA=-1.92. (2) Drug 1: CC1C(C(CC(O1)OC2CC(CC3=C2C(=C4C(=C3O)C(=O)C5=C(C4=O)C(=CC=C5)OC)O)(C(=O)CO)O)N)O.Cl. Drug 2: C1CCC(C(C1)N)N.C(=O)(C(=O)[O-])[O-].[Pt+4]. Cell line: BT-549. Synergy scores: CSS=15.8, Synergy_ZIP=-6.07, Synergy_Bliss=-1.97, Synergy_Loewe=-1.52, Synergy_HSA=0.294. (3) Drug 1: COCCOC1=C(C=C2C(=C1)C(=NC=N2)NC3=CC=CC(=C3)C#C)OCCOC.Cl. Drug 2: N.N.Cl[Pt+2]Cl. Cell line: EKVX. Synergy scores: CSS=18.8, Synergy_ZIP=-4.02, Synergy_Bliss=-0.211, Synergy_Loewe=0.729, Synergy_HSA=1.70. (4) Cell line: M14. Drug 2: C1=CN(C=N1)CC(O)(P(=O)(O)O)P(=O)(O)O. Drug 1: CC1=C(C(CCC1)(C)C)C=CC(=CC=CC(=CC(=O)O)C)C. Synergy scores: CSS=-0.870, Synergy_ZIP=0.681, Synergy_Bliss=-1.05, Synergy_Loewe=-2.46, Synergy_HSA=-2.40. (5) Drug 1: CC1C(C(CC(O1)OC2CC(CC3=C2C(=C4C(=C3O)C(=O)C5=C(C4=O)C(=CC=C5)OC)O)(C(=O)C)O)N)O.Cl. Drug 2: CC12CCC3C(C1CCC2O)C(CC4=C3C=CC(=C4)O)CCCCCCCCCS(=O)CCCC(C(F)(F)F)(F)F. Cell line: UACC62. Synergy scores: CSS=6.20, Synergy_ZIP=-6.03, Synergy_Bliss=-6.86, Synergy_Loewe=-13.2, Synergy_HSA=-5.22. (6) Drug 1: C1CCC(C1)C(CC#N)N2C=C(C=N2)C3=C4C=CNC4=NC=N3. Drug 2: CC1=C(N=C(N=C1N)C(CC(=O)N)NCC(C(=O)N)N)C(=O)NC(C(C2=CN=CN2)OC3C(C(C(C(O3)CO)O)O)OC4C(C(C(C(O4)CO)O)OC(=O)N)O)C(=O)NC(C)C(C(C)C(=O)NC(C(C)O)C(=O)NCCC5=NC(=CS5)C6=NC(=CS6)C(=O)NCCC[S+](C)C)O. Cell line: SF-295. Synergy scores: CSS=4.61, Synergy_ZIP=-8.98, Synergy_Bliss=-15.1, Synergy_Loewe=-52.7, Synergy_HSA=-13.3. (7) Synergy scores: CSS=56.5, Synergy_ZIP=18.8, Synergy_Bliss=17.6, Synergy_Loewe=17.3, Synergy_HSA=17.5. Cell line: RPMI-8226. Drug 1: CC1OCC2C(O1)C(C(C(O2)OC3C4COC(=O)C4C(C5=CC6=C(C=C35)OCO6)C7=CC(=C(C(=C7)OC)O)OC)O)O. Drug 2: CC1C(C(=O)NC(C(=O)N2CCCC2C(=O)N(CC(=O)N(C(C(=O)O1)C(C)C)C)C)C(C)C)NC(=O)C3=C4C(=C(C=C3)C)OC5=C(C(=O)C(=C(C5=N4)C(=O)NC6C(OC(=O)C(N(C(=O)CN(C(=O)C7CCCN7C(=O)C(NC6=O)C(C)C)C)C)C(C)C)C)N)C.